This data is from Full USPTO retrosynthesis dataset with 1.9M reactions from patents (1976-2016). The task is: Predict the reactants needed to synthesize the given product. (1) Given the product [C:43]([C:44]1([NH:49][C:3](=[O:4])[CH:2]([OH:1])[C:6]2[CH:7]=[C:8]3[C:31](=[CH:32][CH:33]=2)[C:12]2=[N:13][O:14][C:15]([C:16]4[C:20]([C:21]([F:22])([F:23])[F:24])=[C:19]([C:25]5[CH:26]=[CH:27][CH:28]=[CH:29][CH:30]=5)[O:18][N:17]=4)=[C:11]2[CH2:10][CH2:9]3)[CH2:46][CH2:45]1)#[N:48], predict the reactants needed to synthesize it. The reactants are: [OH:1][CH:2]([C:6]1[CH:7]=[C:8]2[C:31](=[CH:32][CH:33]=1)[C:12]1=[N:13][O:14][C:15]([C:16]3[C:20]([C:21]([F:24])([F:23])[F:22])=[C:19]([C:25]4[CH:30]=[CH:29][CH:28]=[CH:27][CH:26]=4)[O:18][N:17]=3)=[C:11]1[CH2:10][CH2:9]2)[C:3](O)=[O:4].CN(C(ON1N=[N:49][C:44]2[CH:45]=[CH:46]C=[N:48][C:43]1=2)=[N+](C)C)C.F[P-](F)(F)(F)(F)F.CN1CCOCC1.CO. (2) Given the product [Br:1][C:2]1[CH:7]=[C:6]([F:8])[CH:5]=[CH:4][C:3]=1[CH:9]1[C:14]([C:15]([O:17][CH2:18][CH3:19])=[O:16])=[C:13]([CH2:20][Br:34])[NH:12][C:11]([C:21]2[N:25]=[CH:24][N:23]([CH3:26])[N:22]=2)=[N:10]1, predict the reactants needed to synthesize it. The reactants are: [Br:1][C:2]1[CH:7]=[C:6]([F:8])[CH:5]=[CH:4][C:3]=1[CH:9]1[C:14]([C:15]([O:17][CH2:18][CH3:19])=[O:16])=[C:13]([CH3:20])[NH:12][C:11]([C:21]2[N:25]=[CH:24][N:23]([CH3:26])[N:22]=2)=[N:10]1.C1C(=O)N([Br:34])C(=O)C1. (3) Given the product [F:33][C:3]1[CH:4]=[C:5]([CH:8]([CH:9]2[CH2:10][CH2:11][N:12]([CH2:15][C:16]3[CH:17]=[CH:18][C:19]([C:22]([OH:31])([C:27]([F:30])([F:28])[F:29])[C:23]([F:24])([F:25])[F:26])=[CH:20][CH:21]=3)[CH2:13][CH2:14]2)[OH:32])[CH:6]=[CH:7][C:2]=1[NH:1][C:35]([NH:53][C@H:50]1[CH2:51][CH2:52][O:48][CH2:49]1)=[O:36], predict the reactants needed to synthesize it. The reactants are: [NH2:1][C:2]1[CH:7]=[CH:6][C:5]([CH:8]([OH:32])[CH:9]2[CH2:14][CH2:13][N:12]([CH2:15][C:16]3[CH:21]=[CH:20][C:19]([C:22]([OH:31])([C:27]([F:30])([F:29])[F:28])[C:23]([F:26])([F:25])[F:24])=[CH:18][CH:17]=3)[CH2:11][CH2:10]2)=[CH:4][C:3]=1[F:33].Cl[C:35](OC1C=CC([N+]([O-])=O)=CC=1)=[O:36].Cl.[O:48]1[CH2:52][CH2:51][C@H:50]([NH2:53])[CH2:49]1.C(N(CC)CC)C. (4) The reactants are: [NH2:1][N:2]1[C:6]([C:7]2[CH:12]=[CH:11][C:10]([Cl:13])=[CH:9][C:8]=2[CH3:14])=[N:5][N:4]=[C:3]1[SH:15].Br[CH2:17][C:18]([C:20]1[CH:25]=[CH:24][C:23]([CH3:26])=[CH:22][CH:21]=1)=O. Given the product [Cl:13][C:10]1[CH:11]=[CH:12][C:7]([C:6]2[N:2]3[C:3]([S:15][CH2:17][C:18]([C:20]4[CH:25]=[CH:24][C:23]([CH3:26])=[CH:22][CH:21]=4)=[N:1]3)=[N:4][N:5]=2)=[C:8]([CH3:14])[CH:9]=1, predict the reactants needed to synthesize it. (5) Given the product [N:1]([C@H:4]1[C@H:11]([OH:12])[C@@H:10]([CH2:13][O:14][C:23](=[O:30])[C:24]2[CH:29]=[CH:28][CH:27]=[CH:26][CH:25]=2)[O:9][CH:6]([O:7][CH3:8])[C@@H:5]1[O:15][CH2:16][C:17]1[CH:22]=[CH:21][CH:20]=[CH:19][CH:18]=1)=[N+:2]=[N-:3], predict the reactants needed to synthesize it. The reactants are: [N:1]([C@H:4]1[C@H:11]([OH:12])[C@@H:10]([CH2:13][OH:14])[O:9][CH:6]([O:7][CH3:8])[C@@H:5]1[O:15][CH2:16][C:17]1[CH:22]=[CH:21][CH:20]=[CH:19][CH:18]=1)=[N+:2]=[N-:3].[C:23](Cl)(=[O:30])[C:24]1[CH:29]=[CH:28][CH:27]=[CH:26][CH:25]=1.O. (6) Given the product [CH2:48]([N:13]([C@@H:11]([CH:7]1[CH2:10][CH2:9][CH2:8]1)[CH3:12])[C:14]1[N:22]=[C:21]([C:23]#[N:24])[N:20]=[C:19]2[C:15]=1[N:16]([CH2:35][C:36]1[CH:41]=[CH:40][C:39]([C:42]([F:43])([F:44])[F:45])=[CH:38][CH:37]=1)[C:17]([NH:25][C@H:26]([C:28]1[CH:33]=[CH:32][CH:31]=[C:30]([F:34])[CH:29]=1)[CH3:27])=[N:18]2)[CH:47]=[CH2:46].[CH2:48]([N:25]([C@H:26]([C:28]1[CH:33]=[CH:32][CH:31]=[C:30]([F:34])[CH:29]=1)[CH3:27])[C:17]1[N:16]([CH2:35][C:36]2[CH:41]=[CH:40][C:39]([C:42]([F:43])([F:44])[F:45])=[CH:38][CH:37]=2)[C:15]2[C:19](=[N:20][C:21]([C:23]#[N:24])=[N:22][C:14]=2[NH:13][C@@H:11]([CH:7]2[CH2:10][CH2:9][CH2:8]2)[CH3:12])[N:18]=1)[CH:47]=[CH2:46], predict the reactants needed to synthesize it. The reactants are: C([O-])([O-])=O.[Cs+].[Cs+].[CH:7]1([C@H:11]([NH:13][C:14]2[N:22]=[C:21]([C:23]#[N:24])[N:20]=[C:19]3[C:15]=2[N:16]([CH2:35][C:36]2[CH:41]=[CH:40][C:39]([C:42]([F:45])([F:44])[F:43])=[CH:38][CH:37]=2)[C:17]([NH:25][C@H:26]([C:28]2[CH:33]=[CH:32][CH:31]=[C:30]([F:34])[CH:29]=2)[CH3:27])=[N:18]3)[CH3:12])[CH2:10][CH2:9][CH2:8]1.[CH2:46](Br)[CH:47]=[CH2:48]. (7) Given the product [Cl:1][C:2]1[CH:7]=[CH:6][C:5]([C:8]2[CH:13]=[C:12]([C:14]([F:15])([F:17])[F:16])[N:11]3[N:18]=[CH:19][C:20]([C:21]#[C:22][C:25]4[CH:30]=[CH:29][C:28]([S:31]([NH2:34])(=[O:33])=[O:32])=[CH:27][CH:26]=4)=[C:10]3[N:9]=2)=[CH:4][C:3]=1[CH3:23], predict the reactants needed to synthesize it. The reactants are: [Cl:1][C:2]1[CH:7]=[CH:6][C:5]([C:8]2[CH:13]=[C:12]([C:14]([F:17])([F:16])[F:15])[N:11]3[N:18]=[CH:19][C:20]([C:21]#[CH:22])=[C:10]3[N:9]=2)=[CH:4][C:3]=1[CH3:23].Br[C:25]1[CH:30]=[CH:29][C:28]([S:31]([NH2:34])(=[O:33])=[O:32])=[CH:27][CH:26]=1. (8) Given the product [NH2:31][C:32]1[C:33]2[C:43]([O:44][CH2:45][C@H:46]3[CH2:51][CH2:50][CH2:49][N:48]([C:1](=[O:7])[C:2]([CH3:5])([CH3:4])[CH3:3])[CH2:47]3)=[CH:42][CH:41]=[CH:40][C:34]=2[NH:35][S:36](=[O:38])(=[O:39])[N:37]=1, predict the reactants needed to synthesize it. The reactants are: [C:1]([OH:7])(=O)[C:2]([CH3:5])([CH3:4])[CH3:3].N1(O)C2C=CC=CC=2N=N1.Cl.CN(C)CCCN=C=NCC.Cl.[NH2:31][C:32]1[C:33]2[C:43]([O:44][CH2:45][C@H:46]3[CH2:51][CH2:50][CH2:49][NH:48][CH2:47]3)=[CH:42][CH:41]=[CH:40][C:34]=2[NH:35][S:36](=[O:39])(=[O:38])[N:37]=1.